Dataset: Peptide-MHC class II binding affinity with 134,281 pairs from IEDB. Task: Regression. Given a peptide amino acid sequence and an MHC pseudo amino acid sequence, predict their binding affinity value. This is MHC class II binding data. (1) The peptide sequence is AVPWYAVAFNAIVAA. The MHC is DRB3_0202 with pseudo-sequence DRB3_0202. The binding affinity (normalized) is 0.572. (2) The peptide sequence is VGQMLMLVNDRLLDI. The MHC is DRB4_0101 with pseudo-sequence DRB4_0103. The binding affinity (normalized) is 1.00. (3) The peptide sequence is LGGLWTAVSPHLSPL. The MHC is HLA-DQA10501-DQB10301 with pseudo-sequence HLA-DQA10501-DQB10301. The binding affinity (normalized) is 0.575. (4) The peptide sequence is AAIRFFDHAIGINVP. The MHC is DRB3_0202 with pseudo-sequence DRB3_0202. The binding affinity (normalized) is 0.344. (5) The peptide sequence is SLILPGIKAQQSKLA. The MHC is HLA-DQA10303-DQB10402 with pseudo-sequence HLA-DQA10303-DQB10402. The binding affinity (normalized) is 0.444. (6) The peptide sequence is YEALIKLLPFSKRIR. The MHC is DRB5_0101 with pseudo-sequence DRB5_0101. The binding affinity (normalized) is 0.778. (7) The peptide sequence is TVWAQSAAFPAFKPE. The MHC is HLA-DQA10401-DQB10402 with pseudo-sequence HLA-DQA10401-DQB10402. The binding affinity (normalized) is 0.559.